From a dataset of Full USPTO retrosynthesis dataset with 1.9M reactions from patents (1976-2016). Predict the reactants needed to synthesize the given product. (1) Given the product [S:32]1[CH:33]=[CH:34][N:35]=[C:31]1[CH2:29][CH2:30][N:1]1[C:9]2[C:4](=[CH:5][C:6]([NH:10][C:11]([C:13]3[C:14]([C:19]4[CH:20]=[CH:21][C:22]([C:25]([F:26])([F:27])[F:28])=[CH:23][CH:24]=4)=[CH:15][CH:16]=[CH:17][CH:18]=3)=[O:12])=[CH:7][CH:8]=2)[CH2:3][CH2:2]1, predict the reactants needed to synthesize it. The reactants are: [NH:1]1[C:9]2[C:4](=[CH:5][C:6]([NH:10][C:11]([C:13]3[C:14]([C:19]4[CH:24]=[CH:23][C:22]([C:25]([F:28])([F:27])[F:26])=[CH:21][CH:20]=4)=[CH:15][CH:16]=[CH:17][CH:18]=3)=[O:12])=[CH:7][CH:8]=2)[CH2:3][CH2:2]1.[CH:29]([C:31]1[S:32][CH:33]=[CH:34][N:35]=1)=[CH2:30].CS(O)(=O)=O. (2) Given the product [C:15]([C:13]1[N:12]([CH2:17][C:18]2[CH:23]=[CH:22][CH:21]=[C:20]([F:24])[CH:19]=2)[C:9]2=[CH:10][N:11]=[C:6]([C:4]([NH:26][CH2:27][C:28]([OH:30])=[O:29])=[O:5])[C:7]([OH:25])=[C:8]2[CH:14]=1)#[N:16], predict the reactants needed to synthesize it. The reactants are: C(O[C:4]([C:6]1[C:7]([OH:25])=[C:8]2[CH:14]=[C:13]([C:15]#[N:16])[N:12]([CH2:17][C:18]3[CH:23]=[CH:22][CH:21]=[C:20]([F:24])[CH:19]=3)[C:9]2=[CH:10][N:11]=1)=[O:5])C.[NH2:26][CH2:27][C:28]([OH:30])=[O:29].C[O-].[Na+].CO. (3) Given the product [F:10][C:4]1[CH:3]=[C:2]([C:19]2[CH:18]=[CH:17][CH:16]=[C:15]([O:14][CH:11]([CH3:13])[CH3:12])[CH:20]=2)[CH:8]=[C:7]([F:9])[C:5]=1[NH2:6], predict the reactants needed to synthesize it. The reactants are: Br[C:2]1[CH:8]=[C:7]([F:9])[C:5]([NH2:6])=[C:4]([F:10])[CH:3]=1.[CH:11]([O:14][C:15]1[CH:16]=[C:17](B(O)O)[CH:18]=[CH:19][CH:20]=1)([CH3:13])[CH3:12]. (4) Given the product [CH2:22]([C:12]1[C:13]2[C:14]([NH2:19])=[CH:15][CH:16]=[CH:17][C:18]=2[N:10]([CH2:9][C:8]2[C:3]([O:2][CH3:1])=[N:4][C:5]([CH3:24])=[CH:6][CH:7]=2)[N:11]=1)[CH3:23], predict the reactants needed to synthesize it. The reactants are: [CH3:1][O:2][C:3]1[C:8]([CH2:9][N:10]2[C:18]3[C:13](=[C:14]([N+:19]([O-])=O)[CH:15]=[CH:16][CH:17]=3)[C:12]([CH:22]=[CH2:23])=[N:11]2)=[CH:7][CH:6]=[C:5]([CH3:24])[N:4]=1.CO. (5) The reactants are: [F:1][C:2]1[CH:7]=[CH:6][CH:5]=[CH:4][C:3]=1I.[CH2:9]([OH:13])[CH2:10][CH:11]=[CH2:12].C(=O)(O)[O-].[Na+]. Given the product [F:1][C:2]1[CH:7]=[CH:6][CH:5]=[CH:4][C:3]=1[CH2:12][CH2:11][CH2:10][CH:9]=[O:13], predict the reactants needed to synthesize it. (6) Given the product [O:1]1[C:5]2([CH2:10][CH2:9][CH2:8][CH2:7][CH:6]2[NH:11][C:12](=[N:14][C:15]2[C:19]([CH3:20])=[CH:18][S:17][CH:16]=2)[S:13][CH3:23])[O:4][CH2:3][CH2:2]1, predict the reactants needed to synthesize it. The reactants are: [O:1]1[C:5]2([CH2:10][CH2:9][CH2:8][CH2:7][CH:6]2[NH:11][C:12]([NH:14][C:15]2[C:19]([CH3:20])=[CH:18][S:17][CH:16]=2)=[S:13])[O:4][CH2:3][CH2:2]1.CI.[C:23](OCC)(=O)C. (7) Given the product [C:37]([O:36][C:34]([N:31]1[CH2:32][CH2:33][C:28]2([C:26](=[O:25])[N:19]([C:16]3[CH:17]=[CH:18][C:13]([CH:10]4[CH2:11][CH2:12][CH:7]([O:6][Si:5]([C:1]([CH3:4])([CH3:3])[CH3:2])([CH3:22])[CH3:21])[CH2:8][CH2:9]4)=[CH:14][C:15]=3[F:20])[CH2:42][CH2:41]2)[CH2:29][CH2:30]1)=[O:35])([CH3:38])([CH3:39])[CH3:40], predict the reactants needed to synthesize it. The reactants are: [C:1]([Si:5]([CH3:22])([CH3:21])[O:6][CH:7]1[CH2:12][CH2:11][CH:10]([C:13]2[CH:18]=[CH:17][C:16]([NH2:19])=[C:15]([F:20])[CH:14]=2)[CH2:9][CH2:8]1)([CH3:4])([CH3:3])[CH3:2].C([O:25][C:26]([C:28]1([CH2:41][CH:42]=O)[CH2:33][CH2:32][N:31]([C:34]([O:36][C:37]([CH3:40])([CH3:39])[CH3:38])=[O:35])[CH2:30][CH2:29]1)=O)C.C(O)(=O)C.[BH-](OC(C)=O)(OC(C)=O)OC(C)=O.[Na+]. (8) The reactants are: [C:1]([O:5][C:6]([N:8]1[CH2:13][CH2:12][C@H:11]([OH:14])[C@H:10]([CH2:15][O:16][C:17]2[N:18]=[N:19][C:20]([CH2:36][CH2:37][CH2:38][CH3:39])=[C:21]([C:23]3[CH:28]=[CH:27][C:26]([O:29][CH:30]4[CH2:35][CH2:34][CH2:33][CH2:32][CH2:31]4)=[CH:25][CH:24]=3)[CH:22]=2)[CH2:9]1)=[O:7])([CH3:4])([CH3:3])[CH3:2].[H-].[Na+].[CH3:42]I. Given the product [C:1]([O:5][C:6]([N:8]1[CH2:13][CH2:12][C@H:11]([O:14][CH3:42])[C@H:10]([CH2:15][O:16][C:17]2[N:18]=[N:19][C:20]([CH2:36][CH2:37][CH2:38][CH3:39])=[C:21]([C:23]3[CH:24]=[CH:25][C:26]([O:29][CH:30]4[CH2:35][CH2:34][CH2:33][CH2:32][CH2:31]4)=[CH:27][CH:28]=3)[CH:22]=2)[CH2:9]1)=[O:7])([CH3:4])([CH3:3])[CH3:2], predict the reactants needed to synthesize it.